Dataset: Forward reaction prediction with 1.9M reactions from USPTO patents (1976-2016). Task: Predict the product of the given reaction. (1) Given the reactants [Br:1][C:2]1[CH:11]=[C:10]2[C:5]([N:6]=[CH:7][C:8]([NH:12][NH2:13])=[N:9]2)=[CH:4][CH:3]=1.[CH3:14][C:15](O)=O, predict the reaction product. The product is: [Br:1][C:2]1[CH:11]=[C:10]2[C:5]([N:6]=[CH:7][C:8]3[N:9]2[C:14]([CH3:15])=[N:13][N:12]=3)=[CH:4][CH:3]=1. (2) Given the reactants [CH3:1][C:2]1([CH3:9])[CH2:7][CH2:6][CH2:5][CH:4]([SH:8])[CH2:3]1.C(=O)([O-])[O-].[K+].[K+].[C:16]([C:18]1[CH:25]=[CH:24][C:21]([CH2:22]Br)=[CH:20][CH:19]=1)#[N:17], predict the reaction product. The product is: [CH3:1][C:2]1([CH3:9])[CH2:7][CH2:6][CH2:5][CH:4]([S:8][CH2:22][C:21]2[CH:24]=[CH:25][C:18]([C:16]#[N:17])=[CH:19][CH:20]=2)[CH2:3]1. (3) Given the reactants [C:1]1([N:7]=[C:8]=[O:9])[CH:6]=[CH:5][CH:4]=[CH:3][CH:2]=1.[NH2:10][C:11]1[C:19]2[C:14](=[CH:15][C:16]([Cl:26])=[C:17]([C:20]3[CH:25]=[CH:24][CH:23]=[CH:22][CH:21]=3)[CH:18]=2)[N:13]([CH2:27][O:28][CH2:29][CH2:30][Si:31]([CH3:34])([CH3:33])[CH3:32])[N:12]=1, predict the reaction product. The product is: [Cl:26][C:16]1[CH:15]=[C:14]2[C:19]([C:11]([NH:10][C:8]([NH:7][C:1]3[CH:6]=[CH:5][CH:4]=[CH:3][CH:2]=3)=[O:9])=[N:12][N:13]2[CH2:27][O:28][CH2:29][CH2:30][Si:31]([CH3:34])([CH3:33])[CH3:32])=[CH:18][C:17]=1[C:20]1[CH:25]=[CH:24][CH:23]=[CH:22][CH:21]=1. (4) Given the reactants Cl[C:2]1[CH:11]=[CH:10][C:5]([C:6]([O:8][CH3:9])=[O:7])=[CH:4][N:3]=1.[CH3:12][NH:13][CH3:14].CO, predict the reaction product. The product is: [CH3:12][N:13]([CH3:14])[C:2]1[CH:11]=[CH:10][C:5]([C:6]([O:8][CH3:9])=[O:7])=[CH:4][N:3]=1. (5) The product is: [CH2:10]([O:12][C:13](=[O:33])[C:14]1[CH:19]=[C:18]([N:20]2[C:24]([CH3:25])=[CH:23][CH:22]=[C:21]2[C:26]2[CH:31]=[CH:30][CH:29]=[CH:28][C:27]=2[O:32][CH2:6][C:5]2[CH:8]=[CH:9][C:2]([Cl:1])=[CH:3][CH:4]=2)[CH:17]=[N:16][CH:15]=1)[CH3:11]. Given the reactants [Cl:1][C:2]1[CH:9]=[CH:8][C:5]([CH2:6]Br)=[CH:4][CH:3]=1.[CH2:10]([O:12][C:13](=[O:33])[C:14]1[CH:19]=[C:18]([N:20]2[C:24]([CH3:25])=[CH:23][CH:22]=[C:21]2[C:26]2[CH:31]=[CH:30][CH:29]=[CH:28][C:27]=2[OH:32])[CH:17]=[N:16][CH:15]=1)[CH3:11].C([O-])([O-])=O.[K+].[K+], predict the reaction product. (6) Given the reactants O1[C@@:5]2([CH:10]3[CH2:11][CH2:12][N:7]([CH2:8][CH2:9]3)[CH2:6]2)[CH2:4]NC1=O.Br[C:15]1[S:19][C:18]([C:20]2[CH:30]=[CH:29][C:23]([C:24]([N:26]([CH3:28])[CH3:27])=[O:25])=[CH:22][CH:21]=2)=[CH:17][CH:16]=1.[C:31](=[O:34])([O-])[O-:32].[K+].[K+].C(N)[CH2:38][NH2:39], predict the reaction product. The product is: [N:7]12[CH2:8][CH2:9][CH:10]([CH2:11][CH2:12]1)[CH:5]([C@H:4]1[O:32][C:31](=[O:34])[N:39]([C:15]3[S:19][C:18]([C:20]4[CH:30]=[CH:29][C:23]([C:24]([N:26]([CH3:28])[CH3:27])=[O:25])=[CH:22][CH:21]=4)=[CH:17][CH:16]=3)[CH2:38]1)[CH2:6]2. (7) Given the reactants N1CCCCC1.C(O)(=O)C.[OH:11][C:12]1[CH:19]=[CH:18][C:15]([CH:16]=O)=[CH:14][CH:13]=1.[C:20]([O:28][CH2:29][CH3:30])(=[O:27])[CH2:21][C:22]([O:24][CH2:25][CH3:26])=[O:23], predict the reaction product. The product is: [OH:11][C:12]1[CH:19]=[CH:18][C:15]([CH:16]=[C:21]([C:22]([O:24][CH2:25][CH3:26])=[O:23])[C:20]([O:28][CH2:29][CH3:30])=[O:27])=[CH:14][CH:13]=1. (8) Given the reactants [CH3:1][C@H:2]([NH2:9])[C:3]1[CH:8]=[CH:7][CH:6]=[CH:5][CH:4]=1.[P:10](Cl)(Cl)([Cl:13])([Cl:12])[Cl:11], predict the reaction product. The product is: [CH3:1][C@H:2]([N:9]=[P:10]([Cl:13])([Cl:12])[Cl:11])[C:3]1[CH:8]=[CH:7][CH:6]=[CH:5][CH:4]=1. (9) Given the reactants O(P(O[C:18]1[N:19]([C:24]([O:26][C:27]([CH3:30])([CH3:29])[CH3:28])=[O:25])[CH2:20][CH2:21][O:22][CH:23]=1)(OC1C=CC=CC=1)=O)C1C=CC=CC=1.B([C:34]1[CH:35]=[C:36]([CH:40]=[CH:41][CH:42]=1)[C:37]([OH:39])=[O:38])(O)O, predict the reaction product. The product is: [C:27]([O:26][C:24]([N:19]1[C:18]([C:34]2[CH:35]=[C:36]([CH:40]=[CH:41][CH:42]=2)[C:37]([OH:39])=[O:38])=[CH:23][O:22][CH2:21][CH2:20]1)=[O:25])([CH3:28])([CH3:29])[CH3:30]. (10) Given the reactants [N+:1]([C:4]1[CH:5]=[N:6][NH:7][CH:8]=1)([O-:3])=[O:2].C([O-])([O-])=O.[K+].[K+].Br[CH2:16][CH2:17][O:18][CH3:19], predict the reaction product. The product is: [CH3:19][O:18][CH2:17][CH2:16][N:6]1[CH:5]=[C:4]([N+:1]([O-:3])=[O:2])[CH:8]=[N:7]1.